From a dataset of Forward reaction prediction with 1.9M reactions from USPTO patents (1976-2016). Predict the product of the given reaction. (1) Given the reactants [C:1]1([C:7]#C)[CH:6]=[CH:5][CH:4]=[CH:3][CH:2]=1.N([CH2:12]CCC1C=CNC(=O)C=1OCC1C=CC=CC=1)=[N+]=[N-].[C:30]1([N:36]2[CH:41]=[CH:40][C:39]([CH2:42][CH2:43][C:44]3[N:45]=[N:46][NH:47][CH:48]=3)=[C:38]([O:49]C)[C:37]2=[O:51])[CH:35]=[CH:34][CH:33]=[CH:32][CH:31]=1, predict the reaction product. The product is: [C:30]1([N:36]2[CH:41]=[CH:40][C:39]([CH2:42][CH2:43][CH2:44][C:48]3[N:47]=[N:46][NH:45][CH:12]=3)=[C:38]([O:49][CH2:7][C:1]3[CH:2]=[CH:3][CH:4]=[CH:5][CH:6]=3)[C:37]2=[O:51])[CH:35]=[CH:34][CH:33]=[CH:32][CH:31]=1. (2) Given the reactants [Br:1][C:2]1[CH:3]=[CH:4][C:5]([NH:8][NH2:9])=[N:6][CH:7]=1.C(O[CH:13]=[C:14]([C:20]([CH3:22])=O)[C:15]([O:17][CH2:18][CH3:19])=[O:16])C.Cl, predict the reaction product. The product is: [CH2:18]([O:17][C:15]([C:14]1[CH:13]=[N:9][N:8]([C:5]2[CH:4]=[CH:3][C:2]([Br:1])=[CH:7][N:6]=2)[C:20]=1[CH3:22])=[O:16])[CH3:19]. (3) Given the reactants [CH3:1][N:2]([CH2:22][C@@H:23]1[C:26]2[CH:27]=[C:28]([O:33][CH3:34])[C:29]([O:31][CH3:32])=[CH:30][C:25]=2[CH2:24]1)[CH2:3][CH2:4][CH2:5][N:6]1[C:16](=[O:17])[CH2:15][C:14]2[C:9](=[CH:10][C:11]([O:20][CH3:21])=[C:12]([O:18][CH3:19])[CH:13]=2)[CH2:8][CH2:7]1.[CH2:35]([S:37]([OH:40])(=[O:39])=[O:38])[CH3:36], predict the reaction product. The product is: [CH3:1][N:2]([CH2:22][C@@H:23]1[C:26]2[CH:27]=[C:28]([O:33][CH3:34])[C:29]([O:31][CH3:32])=[CH:30][C:25]=2[CH2:24]1)[CH2:3][CH2:4][CH2:5][N:6]1[C:16](=[O:17])[CH2:15][C:14]2[C:9](=[CH:10][C:11]([O:20][CH3:21])=[C:12]([O:18][CH3:19])[CH:13]=2)[CH2:8][CH2:7]1.[CH2:35]([S:37]([O-:40])(=[O:39])=[O:38])[CH3:36]. (4) The product is: [C:1]([C:4]1[CH:8]=[C:7]([C:9]([NH:12][CH2:13][C@H:14]([N:16]2[CH:20]=[CH:19][C:18]([C:21]3[CH:28]=[C:27]([F:29])[C:24]([C:25]#[N:26])=[C:23]([F:30])[CH:22]=3)=[N:17]2)[CH3:15])=[O:11])[NH:6][N:5]=1)(=[O:3])[CH3:2]. Given the reactants [C:1]([C:4]1[CH:8]=[C:7]([C:9]([OH:11])=O)[NH:6][N:5]=1)(=[O:3])[CH3:2].[NH2:12][CH2:13][C@H:14]([N:16]1[CH:20]=[CH:19][C:18]([C:21]2[CH:28]=[C:27]([F:29])[C:24]([C:25]#[N:26])=[C:23]([F:30])[CH:22]=2)=[N:17]1)[CH3:15], predict the reaction product. (5) The product is: [O:10]1[CH2:15][CH2:14][CH2:13][CH2:12][CH:11]1[O:1][C:2]1[CH:3]=[C:4]([CH:7]=[CH:8][CH:9]=1)[CH:5]=[O:6]. Given the reactants [OH:1][C:2]1[CH:3]=[C:4]([CH:7]=[CH:8][CH:9]=1)[CH:5]=[O:6].[O:10]1[CH:15]=[CH:14][CH2:13][CH2:12][CH2:11]1.C1(C)C=CC(S([O-])(=O)=O)=CC=1.[NH+]1C=CC=CC=1, predict the reaction product. (6) Given the reactants [F:1][C:2]([F:14])([F:13])[O:3][C:4]1[CH:9]=[CH:8][C:7]([C:10](Cl)=[O:11])=[CH:6][CH:5]=1.[NH2:15][C:16]1[CH:21]=[CH:20][C:19]([C:22]2[C:30]3[C:25](=[N:26][CH:27]=[N:28][C:29]=3[NH2:31])[N:24]([CH:32]3[CH2:37][CH2:36][N:35]([CH3:38])[CH2:34][CH2:33]3)[N:23]=2)=[CH:18][C:17]=1[O:39][CH3:40].FC(F)(F)C1C=CC(C(Cl)=O)=CC=1, predict the reaction product. The product is: [NH2:31][C:29]1[N:28]=[CH:27][N:26]=[C:25]2[N:24]([CH:32]3[CH2:37][CH2:36][N:35]([CH3:38])[CH2:34][CH2:33]3)[N:23]=[C:22]([C:19]3[CH:20]=[CH:21][C:16]([NH:15][C:10](=[O:11])[C:7]4[CH:8]=[CH:9][C:4]([O:3][C:2]([F:14])([F:13])[F:1])=[CH:5][CH:6]=4)=[C:17]([O:39][CH3:40])[CH:18]=3)[C:30]=12. (7) Given the reactants [C:1]1([NH:7][C:8]2[CH:9]=[C:10]3C=CN[C:11]3=[N:12][CH:13]=2)[CH:6]=[CH:5][CH:4]=[CH:3][CH:2]=1.[OH-].[K+].[F:19][C:20]1[C:25]([CH:26]=[O:27])=[C:24]([F:28])[CH:23]=[CH:22][C:21]=1[NH:29][S:30]([CH2:33][CH2:34][CH3:35])(=[O:32])=[O:31], predict the reaction product. The product is: [F:19][C:20]1[C:25]([CH:26]([OH:27])[C:10]2[CH2:11][NH:12][CH:13]=[C:8]([NH:7][C:1]3[CH:6]=[CH:5][CH:4]=[CH:3][CH:2]=3)[CH:9]=2)=[C:24]([F:28])[CH:23]=[CH:22][C:21]=1[NH:29][S:30]([CH2:33][CH2:34][CH3:35])(=[O:32])=[O:31]. (8) Given the reactants [O:1]1[C:5]2[CH:6]=[CH:7][C:8]([C@H:10]([CH2:37][C:38](OC)=[O:39])[NH:11][C:12](=[O:36])[NH:13][C@@H:14]([CH2:32][CH2:33][CH2:34][CH3:35])[CH2:15][O:16][C:17](=[O:31])[N:18]([CH2:25][C:26]3[S:27][CH:28]=[CH:29][CH:30]=3)[CH2:19][C:20]3[S:21][CH:22]=[CH:23][CH:24]=3)=[CH:9][C:4]=2[O:3][CH2:2]1.[BH4-].[Li+], predict the reaction product. The product is: [S:21]1[CH:22]=[CH:23][CH:24]=[C:20]1[CH2:19][N:18]([CH2:25][C:26]1[S:27][CH:28]=[CH:29][CH:30]=1)[C:17](=[O:31])[O:16][CH2:15][C@@H:14]([NH:13][C:12](=[O:36])[NH:11][C@H:10]([C:8]1[CH:7]=[CH:6][C:5]2[O:1][CH2:2][O:3][C:4]=2[CH:9]=1)[CH2:37][CH2:38][OH:39])[CH2:32][CH2:33][CH2:34][CH3:35].